Dataset: Full USPTO retrosynthesis dataset with 1.9M reactions from patents (1976-2016). Task: Predict the reactants needed to synthesize the given product. (1) Given the product [ClH:38].[CH2:26]([NH:1][C:2]1[CH:3]=[C:4]([NH:8][C:9](=[O:25])[C:10]([N:11]2[CH2:12][CH2:13][CH:14]([CH2:17][C:18]3[CH:23]=[CH:22][CH:21]=[CH:20][CH:19]=3)[CH2:15][CH2:16]2)=[O:24])[CH:5]=[CH:6][CH:7]=1)[C:27]1[CH:32]=[CH:31][CH:30]=[CH:29][CH:28]=1, predict the reactants needed to synthesize it. The reactants are: [NH2:1][C:2]1[CH:3]=[C:4]([NH:8][C:9](=[O:25])[C:10](=[O:24])[N:11]2[CH2:16][CH2:15][CH:14]([CH2:17][C:18]3[CH:23]=[CH:22][CH:21]=[CH:20][CH:19]=3)[CH2:13][CH2:12]2)[CH:5]=[CH:6][CH:7]=1.[CH:26](=O)[C:27]1[CH:32]=[CH:31][CH:30]=[CH:29][CH:28]=1.C(O)(=O)C.[Cl:38]C(Cl)C.C(O[BH-](OC(=O)C)OC(=O)C)(=O)C.[Na+]. (2) Given the product [CH3:14][C@H:13]1[NH:12][C:11](=[O:15])[C@@H:10]([NH:16][C:17](=[O:23])[O:18][C:19]([CH3:22])([CH3:21])[CH3:20])[CH2:9][C@H:8]1[C:5]1[CH:4]=[CH:3][CH:2]=[CH:7][CH:6]=1, predict the reactants needed to synthesize it. The reactants are: Cl[C:2]1[CH:7]=[CH:6][C:5]([CH:8]2[CH:13]([CH3:14])[NH:12][C:11](=[O:15])[CH:10]([NH:16][C:17](=[O:23])[O:18][C:19]([CH3:22])([CH3:21])[CH3:20])[CH2:9]2)=[CH:4][CH:3]=1.[H][H].C(N(CC)CC)C.C(OC(OC(C)(C)C)=O)(OC(C)(C)C)=O.C(=O)(O)[O-].[Na+].